This data is from Forward reaction prediction with 1.9M reactions from USPTO patents (1976-2016). The task is: Predict the product of the given reaction. (1) Given the reactants [CH2:1]([N:3]1[CH2:8][CH2:7][N:6]([C:9]2[CH:14]=[CH:13][C:12](B3OC(C)(C)C(C)(C)O3)=[CH:11][N:10]=2)[CH2:5][CH2:4]1)C.Cl[C:25]1[N:26]=[C:27]2[C:32](=[CH:33][CH:34]=1)[N:31]=[CH:30][C:29]1[CH:35]=[CH:36][C:37](=[O:49])[N:38]([C:39]3[CH:44]=[CH:43][CH:42]=[C:41]([C:45]([F:48])([F:47])[F:46])[CH:40]=3)[C:28]2=1.C(=O)([O-])[O-].[Na+].[Na+], predict the reaction product. The product is: [CH3:1][N:3]1[CH2:4][CH2:5][N:6]([C:9]2[N:10]=[CH:11][C:12]([C:25]3[N:26]=[C:27]4[C:32](=[CH:33][CH:34]=3)[N:31]=[CH:30][C:29]3[CH:35]=[CH:36][C:37](=[O:49])[N:38]([C:39]5[CH:44]=[CH:43][CH:42]=[C:41]([C:45]([F:47])([F:46])[F:48])[CH:40]=5)[C:28]4=3)=[CH:13][CH:14]=2)[CH2:7][CH2:8]1. (2) Given the reactants C(O[C:6](=O)[N:7]([C@@H:9]([CH3:49])[C:10]([NH:12][C@@H:13]([CH:41]1[CH2:46][CH2:45][C:44]([F:48])([F:47])[CH2:43][CH2:42]1)[C:14]([N:16]1[C@H:21]([C:22](=[O:34])[NH:23][C@H:24]2[C:33]3[C:28](=[CH:29][CH:30]=[CH:31][CH:32]=3)[O:27][CH2:26][CH2:25]2)[CH2:20][N:19]2[CH2:35][C@@H:36]([O:38][CH2:39][CH3:40])[CH2:37][C@@H:18]2[CH2:17]1)=[O:15])=[O:11])C)(C)(C)C.Cl.COC1CCCC1.O, predict the reaction product. The product is: [F:48][C:44]1([F:47])[CH2:45][CH2:46][CH:41]([C@H:13]([NH:12][C:10](=[O:11])[C@H:9]([CH3:49])[NH:7][CH3:6])[C:14]([N:16]2[C@H:21]([C:22]([NH:23][C@H:24]3[C:33]4[C:28](=[CH:29][CH:30]=[CH:31][CH:32]=4)[O:27][CH2:26][CH2:25]3)=[O:34])[CH2:20][N:19]3[CH2:35][C@@H:36]([O:38][CH2:39][CH3:40])[CH2:37][C@@H:18]3[CH2:17]2)=[O:15])[CH2:42][CH2:43]1. (3) Given the reactants [NH2:1][CH2:2][CH2:3][CH2:4][CH2:5][CH2:6][O:7][C:8]1[C:31]([O:32][CH3:33])=[CH:30][C:11]2[C:12]3[N:17]([CH:18]([C:20]([CH3:23])([CH3:22])[CH3:21])[CH2:19][C:10]=2[CH:9]=1)[CH:16]=[C:15]([C:24]([O:26][CH2:27][CH3:28])=[O:25])[C:14](=[O:29])[CH:13]=3.[C:34](OC(=O)C)(=[O:36])[CH3:35].CCN(CC)CC, predict the reaction product. The product is: [C:34]([NH:1][CH2:2][CH2:3][CH2:4][CH2:5][CH2:6][O:7][C:8]1[C:31]([O:32][CH3:33])=[CH:30][C:11]2[C:12]3[N:17]([CH:18]([C:20]([CH3:23])([CH3:21])[CH3:22])[CH2:19][C:10]=2[CH:9]=1)[CH:16]=[C:15]([C:24]([O:26][CH2:27][CH3:28])=[O:25])[C:14](=[O:29])[CH:13]=3)(=[O:36])[CH3:35]. (4) Given the reactants [CH:1]1[CH:2]=[CH:3][C:4]2[O:9][N:8]=[C:7]([CH2:10][S:11]([OH:14])(=[O:13])=N)[C:5]=2[CH:6]=1.BrCC1C2C=CC=CC=2[O:19]N=1.S([O-])([O-])=O.[Na+:30].[Na+], predict the reaction product. The product is: [Na+:30].[O:9]1[C:4]2[CH:3]=[CH:2][CH:1]=[CH:6][C:5]=2[C:7]([CH2:10][S:11]([O-:14])(=[O:19])=[O:13])=[N:8]1. (5) Given the reactants [CH2:1]([C:8]1[C:17]2[C:12](=[CH:13][C:14]([O:18][CH3:19])=[CH:15][CH:16]=2)[C:11](=O)[NH:10][N:9]=1)[C:2]1[CH:7]=[CH:6][CH:5]=[CH:4][CH:3]=1.P(Cl)(Cl)([Cl:23])=O, predict the reaction product. The product is: [CH2:1]([C:8]1[C:17]2[C:12](=[CH:13][C:14]([O:18][CH3:19])=[CH:15][CH:16]=2)[C:11]([Cl:23])=[N:10][N:9]=1)[C:2]1[CH:7]=[CH:6][CH:5]=[CH:4][CH:3]=1. (6) Given the reactants Cl[CH2:2][C:3]1[N:12]=[C:11]([C:13]2[CH:18]=[CH:17][C:16]3[O:19][CH2:20][O:21][C:15]=3[CH:14]=2)[C:10]2[C:5](=[CH:6][C:7]3[O:24][CH2:23][O:22][C:8]=3[CH:9]=2)[N:4]=1.[SH:25][C:26]1[N:27]([CH3:31])[CH:28]=[CH:29][N:30]=1.C([O-])([O-])=O.[K+].[K+], predict the reaction product. The product is: [CH3:31][N:27]1[CH:28]=[CH:29][N:30]=[C:26]1[S:25][CH2:2][C:3]1[N:12]=[C:11]([C:13]2[CH:18]=[CH:17][C:16]3[O:19][CH2:20][O:21][C:15]=3[CH:14]=2)[C:10]2[C:5](=[CH:6][C:7]3[O:24][CH2:23][O:22][C:8]=3[CH:9]=2)[N:4]=1.